Dataset: Forward reaction prediction with 1.9M reactions from USPTO patents (1976-2016). Task: Predict the product of the given reaction. (1) Given the reactants [OH:1][N:2]=[C:3]([NH2:10])[C:4]1[CH:9]=[CH:8][CH:7]=[N:6][CH:5]=1.[N:11]1[CH:16]=[CH:15][N:14]=[CH:13][C:12]=1[C:17](O)=O.N, predict the reaction product. The product is: [N:11]1[CH:16]=[CH:15][N:14]=[CH:13][C:12]=1[C:17]1[O:1][N:2]=[C:3]([C:4]2[CH:5]=[N:6][CH:7]=[CH:8][CH:9]=2)[N:10]=1. (2) Given the reactants [C:1]([NH:4][C:5]1[CH:6]=[C:7]2[C:11](=[CH:12][C:13]=1[C:14]#[N:15])[CH:10]([NH:16][C:17]1[CH:29]=[CH:28][C:20]([C:21]([O:23][C:24]([CH3:27])([CH3:26])[CH3:25])=[O:22])=[C:19]([F:30])[CH:18]=1)[CH2:9][CH2:8]2)(=O)[CH3:2].C([OH:33])C.OO.[OH-].[Na+], predict the reaction product. The product is: [CH3:2][C:1]1[NH:15][C:14](=[O:33])[C:13]2[C:5](=[CH:6][C:7]3[CH2:8][CH2:9][CH:10]([NH:16][C:17]4[CH:29]=[CH:28][C:20]([C:21]([O:23][C:24]([CH3:25])([CH3:26])[CH3:27])=[O:22])=[C:19]([F:30])[CH:18]=4)[C:11]=3[CH:12]=2)[N:4]=1. (3) Given the reactants [F:1][C:2]1[CH:24]=[CH:23][CH:22]=[CH:21][C:3]=1[CH2:4][C:5]1[N:9]([CH2:10][C:11]2[CH:16]=[CH:15][C:14]([O:17][CH3:18])=[CH:13][CH:12]=2)[N:8]=[CH:7][C:6]=1[CH:19]=O.Cl.[NH2:26][OH:27].C([O-])(=O)C.[Na+].CO, predict the reaction product. The product is: [F:1][C:2]1[CH:24]=[CH:23][CH:22]=[CH:21][C:3]=1[CH2:4][C:5]1[N:9]([CH2:10][C:11]2[CH:16]=[CH:15][C:14]([O:17][CH3:18])=[CH:13][CH:12]=2)[N:8]=[CH:7][C:6]=1[CH:19]=[N:26][OH:27]. (4) Given the reactants [NH2:1][C:2]1[CH:22]=[CH:21][CH:20]=[CH:19][C:3]=1[C:4]([NH:6][C@@H:7]([CH2:12][CH:13]1[CH2:18][CH2:17][CH2:16][CH2:15][CH2:14]1)[C:8]([O:10][CH3:11])=[O:9])=[O:5].Cl.[CH3:24]N1C(=O)CCC1, predict the reaction product. The product is: [CH:13]1([CH2:12][C@H:7]([N:6]2[C:4](=[O:5])[C:3]3[C:2](=[CH:22][CH:21]=[CH:20][CH:19]=3)[N:1]=[CH:24]2)[C:8]([O:10][CH3:11])=[O:9])[CH2:14][CH2:15][CH2:16][CH2:17][CH2:18]1. (5) Given the reactants C([C@@H]1N(C(=O)C2C=CC(OC3C=CC=CC=3)=CC=2)C[C@H](CC(C)C)NC1=O)C(C)C.[CH2:31]([C@@H:35]1[NH:40][CH2:39][C@H:38]([CH2:41][CH:42]([CH3:44])[CH3:43])[NH:37][C:36]1=[O:45])[CH:32]([CH3:34])[CH3:33].[C:46]1([C:52]2[NH:56][N:55]=[C:54]([C:57](O)=[O:58])[CH:53]=2)[CH:51]=[CH:50][CH:49]=[CH:48][CH:47]=1, predict the reaction product. The product is: [CH2:31]([C@@H:35]1[N:40]([C:57]([C:54]2[CH:53]=[C:52]([C:46]3[CH:47]=[CH:48][CH:49]=[CH:50][CH:51]=3)[NH:56][N:55]=2)=[O:58])[CH2:39][C@H:38]([CH2:41][CH:42]([CH3:44])[CH3:43])[NH:37][C:36]1=[O:45])[CH:32]([CH3:34])[CH3:33]. (6) The product is: [CH3:21][C:22]1[CH:23]=[C:24]([CH:27]=[CH:28][C:29]=1[CH3:30])[CH2:25][N:1]1[CH2:6][CH2:5][CH:4]([NH:7][C:8]2[C:17]3[C:12](=[CH:13][CH:14]=[C:15]([CH:18]=[CH2:19])[CH:16]=3)[O:11][C:10](=[O:20])[CH:9]=2)[CH2:3][CH2:2]1. Given the reactants [NH:1]1[CH2:6][CH2:5][CH:4]([NH:7][C:8]2[C:17]3[C:12](=[CH:13][CH:14]=[C:15]([CH:18]=[CH2:19])[CH:16]=3)[O:11][C:10](=[O:20])[CH:9]=2)[CH2:3][CH2:2]1.[CH3:21][C:22]1[CH:23]=[C:24]([CH:27]=[CH:28][C:29]=1[CH3:30])[CH:25]=O, predict the reaction product. (7) Given the reactants [OH:1][C:2]([C:7]1[CH:8]=[C:9]2[C:32](=[CH:33][CH:34]=1)[C:13]1=[N:14][O:15][C:16]([C:17]3[C:21]([C:22]([F:25])([F:24])[F:23])=[C:20]([C:26]4[CH:31]=[CH:30][CH:29]=[CH:28][CH:27]=4)[O:19][N:18]=3)=[C:12]1[CH2:11][CH2:10]2)([CH3:6])[C:3]([OH:5])=O.[NH2:35][CH2:36][CH2:37][OH:38].F[P-](F)(F)(F)(F)F.N1(O[P+](N(C)C)(N(C)C)N(C)C)C2C=CC=CC=2N=N1.CN1CCOCC1, predict the reaction product. The product is: [OH:1][C:2]([C:7]1[CH:8]=[C:9]2[C:32](=[CH:33][CH:34]=1)[C:13]1=[N:14][O:15][C:16]([C:17]3[C:21]([C:22]([F:23])([F:25])[F:24])=[C:20]([C:26]4[CH:31]=[CH:30][CH:29]=[CH:28][CH:27]=4)[O:19][N:18]=3)=[C:12]1[CH2:11][CH2:10]2)([CH3:6])[C:3]([NH:35][CH2:36][CH2:37][OH:38])=[O:5]. (8) The product is: [C:8]([C:6]1[C:5]([O:11][CH3:12])=[C:4]([CH:16]2[CH2:21][CH2:20][N:19]([C:22]([O:24][C:25]([CH3:28])([CH3:27])[CH3:26])=[O:23])[CH2:18][CH2:17]2)[C:3]([CH3:14])=[C:2]([Cl:1])[CH:7]=1)(=[O:10])[CH3:9]. Given the reactants [Cl:1][C:2]1[C:3]([CH3:14])=[C:4](I)[C:5]([O:11][CH3:12])=[C:6]([C:8](=[O:10])[CH3:9])[CH:7]=1.I[CH:16]1[CH2:21][CH2:20][N:19]([C:22]([O:24][C:25]([CH3:28])([CH3:27])[CH3:26])=[O:23])[CH2:18][CH2:17]1, predict the reaction product.